Predict which catalyst facilitates the given reaction. From a dataset of Catalyst prediction with 721,799 reactions and 888 catalyst types from USPTO. (1) Reactant: ClC1C=C(S([NH:12][C:13]2[CH:14]=[C:15]3[C:19](=[CH:20][CH:21]=2)[NH:18][C:17](=[O:22])[CH2:16]3)(=O)=O)C=C(Cl)C=1. Product: [NH2:12][C:13]1[CH:14]=[C:15]2[C:19](=[CH:20][CH:21]=1)[NH:18][C:17](=[O:22])[CH2:16]2. The catalyst class is: 5. (2) Reactant: FC(F)(F)C([N:5]1[CH2:11][C@@H:10]([CH3:12])[C:9]2[C:13]([F:18])=[C:14]([Cl:17])[CH:15]=[CH:16][C:8]=2[CH2:7][CH2:6]1)=O.[OH-].[Na+]. Product: [Cl:17][C:14]1[CH:15]=[CH:16][C:8]2[CH2:7][CH2:6][NH:5][CH2:11][C@@H:10]([CH3:12])[C:9]=2[C:13]=1[F:18]. The catalyst class is: 5. (3) Reactant: [CH:1]1([N:5]2[CH2:11][CH2:10][C:9]3[CH:12]=[CH:13][C:14]([CH:16]4[CH2:21][CH2:20][NH:19][CH2:18][CH2:17]4)=[CH:15][C:8]=3[CH2:7][CH2:6]2)[CH2:4][CH2:3][CH2:2]1.Cl[C:23]1[N:24]=[CH:25][C:26]([C:29]([O:31][CH3:32])=[O:30])=[N:27][CH:28]=1.C(=O)([O-])[O-].[K+].[K+]. Product: [CH:1]1([N:5]2[CH2:11][CH2:10][C:9]3[CH:12]=[CH:13][C:14]([CH:16]4[CH2:21][CH2:20][N:19]([C:23]5[N:24]=[CH:25][C:26]([C:29]([O:31][CH3:32])=[O:30])=[N:27][CH:28]=5)[CH2:18][CH2:17]4)=[CH:15][C:8]=3[CH2:7][CH2:6]2)[CH2:4][CH2:3][CH2:2]1. The catalyst class is: 60. (4) Reactant: [Cl:1][C:2]1[C:3]2[CH:10]=[CH:9][NH:8][C:4]=2[N:5]=[CH:6][N:7]=1.C1C(=O)N([Cl:18])C(=O)C1. Product: [Cl:1][C:2]1[C:3]2[C:10]([Cl:18])=[CH:9][NH:8][C:4]=2[N:5]=[CH:6][N:7]=1. The catalyst class is: 2.